Dataset: Drug-target binding data from BindingDB using Ki measurements. Task: Regression. Given a target protein amino acid sequence and a drug SMILES string, predict the binding affinity score between them. We predict pKi (pKi = -log10(Ki in M); higher means stronger inhibition). Dataset: bindingdb_ki. (1) The drug is O=C1NC(=S)N[C@@]12O[C@H](CO)[C@@H](O)[C@H](O)[C@H]2O. The target protein (P09811) has sequence MAKPLTDQEKRRQISIRGIVGVENVAELKKGFNRHLHFTLVKDRNVATPRDYYFALAHTVRDHLVGRWIRTQQHYYDKCPKRVYYLSLEFYMGRTLQNTMINLGLQNACDEAIYQLGLDMEELEEIEEDAGLGNGGLGRLAACFLDSMATLGLAAYGYGIRYEYGIFNQKIREGWQVEEADDWLRHGNPWEKARPEFMLPVHFYGRVEHTQAGTKWVDTQVVLALPYDTPVPGYMNNTVNTMRLWSARAPNDFNLQDFNVGDYIQAVLDRNLAENISRVLYPNDNFFEGKELRLKQEYFVVAATLQDVIRRFKASKFGSKDGVGTVFDAFPDQVAIQLNDTHPALAIPELMRIFVDIEKLPWSKAWEITKKTFAYTNHTVLPEALERWPVDLVEKLLPRHLQIIYEINQKHLDRIVALFPKDIDRMRRMSLIEEEGGKRINMAHLCIVGCHAVNGVAKIHSDIVKTQVFKDFSELEPDKFQNKTNGITPRRWLLLCNPGL.... The pKi is 5.2. (2) The compound is CC[C@H](C)[C@H](NC(=O)[C@H](CO)NC(=O)[C@H](CC(N)=O)NC(=O)[C@H](CC(C)C)NC(=O)[C@H](Cc1ccc(O)cc1)NC(=O)[C@H](CCCCN)NC(=O)[C@H](CCCCN)NC(=O)[C@@H](NC(=O)[C@H](C)NC(=O)[C@H](CCSC)NC(=O)[C@H](CCC(N)=O)NC(=O)[C@H](CCCCN)NC(=O)[C@H](CCCN=C(N)N)NC(=O)[C@H](CC(C)C)NC(=O)[C@H](CCCN=C(N)N)NC(=O)C(NC(=O)[C@H](Cc1ccc(O)cc1)NC(=O)[C@H](CC(N)=O)NC(=O)[C@H](CC(=O)O)NC(=O)[C@H](C)NC(=O)[C@H](Cc1ccccc1)NC(=O)[C@@H](NC(=O)[C@H](C)NC(=O)[C@H](CC(=O)O)NC(=O)[C@H](CO)NC(=O)[C@@H](N)Cc1cnc[nH]1)C(C)C)[C@@H](C)O)C(C)C)C(=O)N[C@@H](CC(C)C)C(=O)N[C@@H](CC(N)=O)C(N)=O. The target protein (P04566) has sequence HADGVFTSDYSRLLGQLSARKYLESLIHSDALFTDTYTRLRKQMAMKKYLNSVLN. The pKi is 7.2. (3) The small molecule is CC(CN)C(C)(CN)C(=O)O. The target protein (P09057) has sequence MGSFTKEEFDCHILDEGFTAKDILDQKINEVSSSDDKDAFYVADLGDVLKKHLRWLKALPRVTPFYAVKCNDSRAIVSTLAAIGTGFDCASKTEIQLVQGLGVPPERIIYANPCKQVSQIKYAASNGVQMMTFDSEIELMKVARAHPKAKLVLRIATDDSKAVCRLSVKFGATLKTSRLLLERAKELNIDVIGVSFHVGSGCTDPETFVQAVSDARCVFDMGTEVGFSMYLLDIGGGFPGSEDTKLKFEEITSVINPALDKYFPSDSGVRIIAEPGRYYVASAFTLAVNIIAKKTVWKEQTGSDDEDESNEQTLMYYVNDGVYGSFNCILYDHAHVKALLQKRPKPDEKYYSSSIWGPTCDGLDRIVERCSLPEMHVGDWMLFENMGAYTVAAASTFNGFQRPNIYYVMSRSMWQLMKQIQSHGFPPEVEEQDVGTLPMSCAQESGMDRHPAACASASINV. The pKi is 2.8. (4) The drug is CCC(C)[C@H](NC(=O)CN1CCCC[C@H](NC(=O)[C@H](C)N)C1=O)C(=O)N[C@@H](C)C(=O)N[C@@H](CCC(N)=O)C(=O)N[C@@H](CCCCN)C(=O)N[C@@H](CO)C(=O)N[C@@H](CCC(=O)O)C(=O)O. The target protein sequence is MGPKDSAKCLHRGPQPSHWAAGDGPTQERCGPRSLGSPVLGLDTCRAWDHVDGQILGQLRPLTEEEEEEGAGATLSRGPAFPGMGSEELRLASFYDWPLTAEVPPELLAAAGFFHTGHQDKVRCFFCYGGLQSWKRGDDPWTEHAKWFPGCQFLLRSKGQEYINNIHLTHSL. The pKi is 4.8. (5) The drug is CCCCCCCCc1cccc2c1CC[C@@H](CO)NC(=O)[C@H](C(C)C)N2C. The target protein (P17252) has sequence MADVFPGNDSTASQDVANRFARKGALRQKNVHEVKDHKFIARFFKQPTFCSHCTDFIWGFGKQGFQCQVCCFVVHKRCHEFVTFSCPGADKGPDTDDPRSKHKFKIHTYGSPTFCDHCGSLLYGLIHQGMKCDTCDMNVHKQCVINVPSLCGMDHTEKRGRIYLKAEVADEKLHVTVRDAKNLIPMDPNGLSDPYVKLKLIPDPKNESKQKTKTIRSTLNPQWNESFTFKLKPSDKDRRLSVEIWDWDRTTRNDFMGSLSFGVSELMKMPASGWYKLLNQEEGEYYNVPIPEGDEEGNMELRQKFEKAKLGPAGNKVISPSEDRKQPSNNLDRVKLTDFNFLMVLGKGSFGKVMLADRKGTEELYAIKILKKDVVIQDDDVECTMVEKRVLALLDKPPFLTQLHSCFQTVDRLYFVMEYVNGGDLMYHIQQVGKFKEPQAVFYAAEISIGLFFLHKRGIIYRDLKLDNVMLDSEGHIKIADFGMCKEHMMDGVTTRTFCG.... The pKi is 5.0. (6) The compound is CC1=N[C@H]2[C@H](O[C@H](CO)[C@H](O)[C@@H]2O)S1. The target protein (P07686) has sequence MELCGLGLPRPPMLLALLLATLLAAMLALLTQVALVVQVAEAARAPSVSAKPGPALWPLPLSVKMTPNLLHLAPENFYISHSPNSTAGPSCTLLEEAFRRYHGYIFGFYKWHHEPAEFQAKTQVQQLLVSITLQSECDAFPNISSDESYTLLVKEPVAVLKANRVWGALRGLETFSQLVYQDSYGTFTINESTIIDSPRFSHRGILIDTSRHYLPVKIILKTLDAMAFNKFNVLHWHIVDDQSFPYQSITFPELSNKGSYSLSHVYTPNDVRMVIEYARLRGIRVLPEFDTPGHTLSWGKGQKDLLTPCYSRQNKLDSFGPINPTLNTTYSFLTTFFKEISEVFPDQFIHLGGDEVEFKCWESNPKIQDFMRQKGFGTDFKKLESFYIQKVLDIIATINKGSIVWQEVFDDKAKLAPGTIVEVWKDSAYPEELSRVTASGFPVILSAPWYLDLISYGQDWRKYYKVEPLDFGGTQKQKQLFIGGEACLWGEYVDATNLTP.... The pKi is 3.1.